This data is from Full USPTO retrosynthesis dataset with 1.9M reactions from patents (1976-2016). The task is: Predict the reactants needed to synthesize the given product. (1) Given the product [CH3:24][C:23]1[CH:22]=[C:21]([CH3:25])[NH:20][C:19](=[O:26])[C:18]=1[CH2:17][NH:16][C:14]([C:4]1[C:5]2[CH:10]=[N:9][N:8]([CH:11]([CH3:13])[CH3:12])[C:6]=2[N:7]=[C:2]([C:51]#[C:50][C:48]([OH:52])([CH3:49])[CH3:47])[CH:3]=1)=[O:15], predict the reactants needed to synthesize it. The reactants are: Cl[C:2]1[CH:3]=[C:4]([C:14]([NH:16][CH2:17][C:18]2[C:19](=[O:26])[NH:20][C:21]([CH3:25])=[CH:22][C:23]=2[CH3:24])=[O:15])[C:5]2[CH:10]=[N:9][N:8]([CH:11]([CH3:13])[CH3:12])[C:6]=2[N:7]=1.[I-].[Na+].C(N(CC)CC)C.C1CCN2C(=NCCC2)CC1.[CH3:47][C:48]([OH:52])([C:50]#[CH:51])[CH3:49]. (2) The reactants are: [Cl:1][C:2]1[CH:7]=[CH:6][CH:5]=[C:4]([Cl:8])[C:3]=1[NH:9][C:10]1[CH:15]=[CH:14][CH:13]=[CH:12][C:11]=1[CH2:16][C:17]([O:19][CH2:20][CH:21]1[CH2:25][O:24]C(C)(C)[O:22]1)=[O:18]. Given the product [Cl:1][C:2]1[CH:7]=[CH:6][CH:5]=[C:4]([Cl:8])[C:3]=1[NH:9][C:10]1[CH:15]=[CH:14][CH:13]=[CH:12][C:11]=1[CH2:16][C:17]([O:19][CH2:20][CH:21]([OH:22])[CH2:25][OH:24])=[O:18], predict the reactants needed to synthesize it. (3) Given the product [CH3:1][O:2][C:3]1[CH:4]=[C:5]2[C:10](=[CH:11][C:12]=1[O:13][CH3:14])[CH2:9][N:8]([C:15]1[CH:23]=[CH:22][C:18]([C:19]([NH:24][OH:25])=[O:21])=[CH:17][N:16]=1)[CH2:7][CH2:6]2, predict the reactants needed to synthesize it. The reactants are: [CH3:1][O:2][C:3]1[CH:4]=[C:5]2[C:10](=[CH:11][C:12]=1[O:13][CH3:14])[CH2:9][N:8]([C:15]1[CH:23]=[CH:22][C:18]([C:19]([O-:21])=O)=[CH:17][N:16]=1)[CH2:7][CH2:6]2.[NH2:24][OH:25].[OH-].[Na+].